This data is from Forward reaction prediction with 1.9M reactions from USPTO patents (1976-2016). The task is: Predict the product of the given reaction. (1) Given the reactants [NH2:1][C:2]1[CH:7]=[CH:6][C:5]([CH2:8][O:9][C:10](=[O:15])[C:11]([CH3:14])([CH3:13])[CH3:12])=[CH:4][C:3]=1[NH:16][C:17]1[S:21][C:20]([C:22]([O:24][CH3:25])=[O:23])=[C:19]([O:26][C@@H:27]([C:29]2[CH:34]=[CH:33][CH:32]=[CH:31][C:30]=2[C:35]([F:38])([F:37])[F:36])[CH3:28])[CH:18]=1.[CH2:39](OC(OCC)OCC)C.C1(C)C=CC(S([O-])(=O)=O)=CC=1.[NH+]1C=CC=CC=1, predict the reaction product. The product is: [CH3:14][C:11]([CH3:12])([CH3:13])[C:10]([O:9][CH2:8][C:5]1[CH:6]=[CH:7][C:2]2[N:1]=[CH:39][N:16]([C:17]3[S:21][C:20]([C:22]([O:24][CH3:25])=[O:23])=[C:19]([O:26][C@@H:27]([C:29]4[CH:34]=[CH:33][CH:32]=[CH:31][C:30]=4[C:35]([F:38])([F:36])[F:37])[CH3:28])[CH:18]=3)[C:3]=2[CH:4]=1)=[O:15]. (2) Given the reactants C1(C[O:8][C:9]2[CH:10]=[C:11]([CH:16]=[C:17]([O:19][C:20]3[CH:25]=[CH:24][C:23]([S:26]([CH3:29])(=[O:28])=[O:27])=[CH:22][CH:21]=3)[CH:18]=2)[C:12]([O:14][CH3:15])=[O:13])C=CC=CC=1, predict the reaction product. The product is: [OH:8][C:9]1[CH:10]=[C:11]([CH:16]=[C:17]([O:19][C:20]2[CH:25]=[CH:24][C:23]([S:26]([CH3:29])(=[O:28])=[O:27])=[CH:22][CH:21]=2)[CH:18]=1)[C:12]([O:14][CH3:15])=[O:13]. (3) Given the reactants [F:1][C:2]1[C:7]([O:8][CH3:9])=[CH:6][C:5]([O:10][CH3:11])=[C:4]([F:12])[C:3]=1[N:13]1[C:22](=[O:23])[C:21]2([CH2:25][CH2:24]2)[C:20]2[C:15](=[CH:16][N:17]=[C:18]([CH:26]3[CH2:31][CH2:30][CH2:29][N:28](C(OC(C)(C)C)=O)[CH2:27]3)[CH:19]=2)[CH2:14]1.FC(F)(F)C(O)=O, predict the reaction product. The product is: [F:12][C:4]1[C:5]([O:10][CH3:11])=[CH:6][C:7]([O:8][CH3:9])=[C:2]([F:1])[C:3]=1[N:13]1[C:22](=[O:23])[C:21]2([CH2:24][CH2:25]2)[C:20]2[C:15](=[CH:16][N:17]=[C:18]([CH:26]3[CH2:31][CH2:30][CH2:29][NH:28][CH2:27]3)[CH:19]=2)[CH2:14]1. (4) The product is: [CH:1]1([CH2:7][CH2:8][C:9]2([CH3:38])[C:18]3[C:13](=[CH:14][CH:15]=[CH:16][CH:17]=3)[C:12]([OH:19])=[C:11]([C:20]3[NH:25][C:24]4[CH:26]=[CH:27][C:28]([NH:30][S:31]([CH3:34])(=[O:33])=[O:32])=[CH:29][C:23]=4[S:22](=[O:35])(=[O:36])[N:21]=3)[C:10]2=[O:37])[CH2:6][CH2:5][CH2:4][CH2:3][CH2:2]1. Given the reactants [C:1]1(=[CH:7][CH2:8][C:9]2([CH3:38])[C:18]3[C:13](=[CH:14][CH:15]=[CH:16][CH:17]=3)[C:12]([OH:19])=[C:11]([C:20]3[NH:25][C:24]4[CH:26]=[CH:27][C:28]([NH:30][S:31]([CH3:34])(=[O:33])=[O:32])=[CH:29][C:23]=4[S:22](=[O:36])(=[O:35])[N:21]=3)[C:10]2=[O:37])[CH2:6][CH2:5][CH2:4][CH2:3][CH2:2]1.[H][H], predict the reaction product. (5) Given the reactants [I:1][CH:2]1[CH:8]2[CH2:9][C:5]([CH3:11])([C:6](=[O:10])[NH:7]2)[CH2:4][CH2:3]1.C(N(CC)CC)C.C(=O)(OC(C)(C)C)[O:20][C:21]([O:23][C:24]([CH3:27])([CH3:26])[CH3:25])=O, predict the reaction product. The product is: [I:1][CH:2]1[CH:8]2[CH2:9][C:5]([CH3:11])([C:6](=[O:10])[N:7]2[C:21]([O:23][C:24]([CH3:27])([CH3:26])[CH3:25])=[O:20])[CH2:4][CH2:3]1. (6) Given the reactants [CH3:1][O:2][C:3](=[O:11])[C:4]1[CH:9]=[CH:8][C:7]([OH:10])=[N:6][CH:5]=1.[CH3:12][C:13]1[O:17][N:16]=[C:15]([CH:18]2[CH2:23][CH2:22][O:21][CH2:20][CH2:19]2)[C:14]=1[CH2:24]O.C1(P(C2C=CC=CC=2)C2C=CC=CC=2)C=CC=CC=1.N(C(OC(C)C)=O)=NC(OC(C)C)=O, predict the reaction product. The product is: [CH3:1][O:2][C:3](=[O:11])[C:4]1[CH:9]=[CH:8][C:7]([O:10][CH2:24][C:14]2[C:15]([CH:18]3[CH2:23][CH2:22][O:21][CH2:20][CH2:19]3)=[N:16][O:17][C:13]=2[CH3:12])=[N:6][CH:5]=1. (7) Given the reactants [F:1][C:2]1[C:9]([F:10])=[CH:8][C:7]([F:11])=[CH:6][C:3]=1[CH:4]=O.CC(C)([C:17]([O-:19])=[O:18])C([O-])=O.[CH2:21](N(CC)CC)C.CS(Cl)(=O)=O.[C:33]([O:36][CH2:37]C)(=[O:35])[CH3:34], predict the reaction product. The product is: [CH3:37][O:36][C:33](=[O:35])[C:34](=[CH:4][C:3]1[CH:6]=[C:7]([F:11])[CH:8]=[C:9]([F:10])[C:2]=1[F:1])[C:17]([O:19][CH3:21])=[O:18].